Dataset: Full USPTO retrosynthesis dataset with 1.9M reactions from patents (1976-2016). Task: Predict the reactants needed to synthesize the given product. Given the product [Cl:46][C:47]1[CH:51]=[CH:50][NH:49][C:48]=1[C:52]([NH:33][CH2:32][C:29]1[CH:30]=[CH:31][C:26]([Cl:25])=[C:27]([O:35][C:36]2[C:45]3[C:40](=[CH:41][CH:42]=[CH:43][CH:44]=3)[CH:39]=[CH:38][CH:37]=2)[C:28]=1[F:34])=[O:53], predict the reactants needed to synthesize it. The reactants are: CN(C(ON1N=NC2C=CC=NC1=2)=[N+](C)C)C.F[P-](F)(F)(F)(F)F.[Cl:25][C:26]1[CH:31]=[CH:30][C:29]([CH2:32][NH2:33])=[C:28]([F:34])[C:27]=1[O:35][C:36]1[C:45]2[C:40](=[CH:41][CH:42]=[CH:43][CH:44]=2)[CH:39]=[CH:38][CH:37]=1.[Cl:46][C:47]1[CH:51]=[CH:50][NH:49][C:48]=1[C:52](O)=[O:53].C(N(C(C)C)CC)(C)C.